This data is from Forward reaction prediction with 1.9M reactions from USPTO patents (1976-2016). The task is: Predict the product of the given reaction. (1) Given the reactants [Cl:1][C:2]1[N:3]=[C:4]2[C:9](=[CH:10][CH:11]=1)[N:8]=[CH:7][C:6]([C:12]([CH:14]1[CH2:16][CH2:15]1)=[O:13])=[C:5]2[NH:17][C@H:18]1[CH2:23][CH2:22][C@H:21]([CH2:24][N:25]([CH3:27])[CH3:26])[CH2:20][CH2:19]1.[Cl:28][C:29]1[CH:34]=[C:33](B2OC(C)(C)C(C)(C)O2)[CH:32]=[C:31]([F:44])[C:30]=1[OH:45].C1(N)C(F)=C(F)C(F)=C(N)C=1F.Cl.Cl, predict the reaction product. The product is: [ClH:1].[ClH:28].[Cl:28][C:29]1[CH:34]=[C:33]([C:2]2[N:3]=[C:4]3[C:9](=[CH:10][CH:11]=2)[N:8]=[CH:7][C:6]([C:12]([CH:14]2[CH2:16][CH2:15]2)=[O:13])=[C:5]3[NH:17][C@H:18]2[CH2:23][CH2:22][C@H:21]([CH2:24][N:25]([CH3:27])[CH3:26])[CH2:20][CH2:19]2)[CH:32]=[C:31]([F:44])[C:30]=1[OH:45]. (2) Given the reactants Cl[C:2]1[CH:7]=[C:6]([C:8]2[C:13]([CH3:14])=[CH:12][C:11]([CH3:15])=[CH:10][N:9]=2)[C:5]([Cl:16])=[CH:4][N:3]=1.[F-].[Cs+].[N:19]1[C:20]([CH2:28][N:29]2[CH2:34][CH2:33][O:32][CH2:31][CH2:30]2)=[CH:21][N:22]2[CH2:27][CH2:26][NH:25][CH2:24][C:23]=12.C(OCC)(=O)C, predict the reaction product. The product is: [Cl:16][C:5]1[C:6]([C:8]2[C:13]([CH3:14])=[CH:12][C:11]([CH3:15])=[CH:10][N:9]=2)=[CH:7][C:2]([N:25]2[CH2:26][CH2:27][N:22]3[CH:21]=[C:20]([CH2:28][N:29]4[CH2:30][CH2:31][O:32][CH2:33][CH2:34]4)[N:19]=[C:23]3[CH2:24]2)=[N:3][CH:4]=1. (3) Given the reactants [F:1][C:2]1[CH:10]=[CH:9][C:8]([N+:11]([O-:13])=[O:12])=[CH:7][C:3]=1[C:4](Cl)=[O:5].[C:14]1([N:20]2[CH2:25][CH2:24][NH:23][CH2:22][CH2:21]2)[CH:19]=[CH:18][CH:17]=[CH:16][CH:15]=1, predict the reaction product. The product is: [F:1][C:2]1[CH:10]=[CH:9][C:8]([N+:11]([O-:13])=[O:12])=[CH:7][C:3]=1[C:4]([N:23]1[CH2:24][CH2:25][N:20]([C:14]2[CH:19]=[CH:18][CH:17]=[CH:16][CH:15]=2)[CH2:21][CH2:22]1)=[O:5]. (4) Given the reactants CN(C(ON1N=NC2C=CC=CC1=2)=[N+](C)C)C.[B-](F)(F)(F)F.[O:23]=[C:24]1[NH:32][C:27]2=[N:28][CH:29]=[CH:30][CH:31]=[C:26]2[N:25]1[CH:33]1[CH2:38][CH2:37][N:36]([C:39]2[N:44]=[CH:43][N:42]=[C:41]([C:45]([OH:47])=O)[CH:40]=2)[CH2:35][CH2:34]1.Cl.Cl.[CH3:50][C:51]1([CH3:60])[CH2:56][NH:55][CH2:54][C:53]2[CH:57]=[N:58][NH:59][C:52]1=2.C(N(CC)CC)C, predict the reaction product. The product is: [CH3:50][C:51]1([CH3:60])[CH2:56][N:55]([C:45]([C:41]2[N:42]=[CH:43][N:44]=[C:39]([N:36]3[CH2:37][CH2:38][CH:33]([N:25]4[C:26]5[C:27](=[N:28][CH:29]=[CH:30][CH:31]=5)[NH:32][C:24]4=[O:23])[CH2:34][CH2:35]3)[CH:40]=2)=[O:47])[CH2:54][C:53]2[CH:57]=[N:58][NH:59][C:52]1=2. (5) The product is: [CH2:1]([O:8][C:9]1[C:10]([Br:22])=[C:11]([C@H:16]([OH:21])[C:17]([O:19][CH3:20])=[O:18])[C:12]([CH3:15])=[CH:13][CH:14]=1)[C:2]1[CH:3]=[CH:4][CH:5]=[CH:6][CH:7]=1. Given the reactants [CH2:1]([O:8][C:9]1[C:10]([Br:22])=[C:11]([C:16](=[O:21])[C:17]([O:19][CH3:20])=[O:18])[C:12]([CH3:15])=[CH:13][CH:14]=1)[C:2]1[CH:7]=[CH:6][CH:5]=[CH:4][CH:3]=1.B1(C)OC(C2C=CC=CC=2)(C2C=CC=CC=2)[C@@H]2N1CCC2.[B]1OC2C(=CC=CC=2)O1, predict the reaction product. (6) Given the reactants [CH3:1][O:2][CH2:3][CH2:4][CH2:5][C:6]1[CH:7]=[C:8]([CH2:12][OH:13])[CH:9]=[CH:10][CH:11]=1.CC(OI1(OC(C)=O)(OC(C)=O)OC(=O)C2C=CC=CC1=2)=O, predict the reaction product. The product is: [CH3:1][O:2][CH2:3][CH2:4][CH2:5][C:6]1[CH:7]=[C:8]([CH:9]=[CH:10][CH:11]=1)[CH:12]=[O:13]. (7) Given the reactants [C:1]([O:5][C:6]([N:8]1[CH2:14][CH2:13][C:12]2[CH:15]=[C:16]([OH:19])[CH:17]=[CH:18][C:11]=2[CH2:10][CH2:9]1)=[O:7])([CH3:4])([CH3:3])[CH3:2].Br[C:21]1[CH:30]=[CH:29][C:24]([C:25]([O:27][CH3:28])=[O:26])=[CH:23][C:22]=1[CH3:31], predict the reaction product. The product is: [CH3:31][C:22]1[CH:23]=[C:24]([C:25]([O:27][CH3:28])=[O:26])[CH:29]=[CH:30][C:21]=1[O:19][C:16]1[CH:17]=[CH:18][C:11]2[CH2:10][CH2:9][N:8]([C:6]([O:5][C:1]([CH3:4])([CH3:2])[CH3:3])=[O:7])[CH2:14][CH2:13][C:12]=2[CH:15]=1.